From a dataset of Catalyst prediction with 721,799 reactions and 888 catalyst types from USPTO. Predict which catalyst facilitates the given reaction. (1) Reactant: [N:1]([CH2:4][C@@H:5]([NH:13][C:14](=[O:20])[O:15][C:16]([CH3:19])([CH3:18])[CH3:17])[CH2:6][C@H:7]1[CH2:12][CH2:11][CH2:10][O:9][CH2:8]1)=[N+]=[N-]. Product: [NH2:1][CH2:4][C@@H:5]([NH:13][C:14](=[O:20])[O:15][C:16]([CH3:18])([CH3:17])[CH3:19])[CH2:6][C@H:7]1[CH2:12][CH2:11][CH2:10][O:9][CH2:8]1. The catalyst class is: 19. (2) Reactant: C(OC([N:6]1[CH2:12][CH2:11][CH2:10][N:9]([C:13]2[N:17]([CH2:18][CH2:19][O:20][CH2:21][CH3:22])[C:16]3[CH:23]=[CH:24][CH:25]=[CH:26][C:15]=3[N:14]=2)[CH2:8][CH2:7]1)=O)C.O.NN.[OH-].[K+]. The catalyst class is: 746. Product: [CH2:21]([O:20][CH2:19][CH2:18][N:17]1[C:16]2[CH:23]=[CH:24][CH:25]=[CH:26][C:15]=2[N:14]=[C:13]1[N:9]1[CH2:10][CH2:11][CH2:12][NH:6][CH2:7][CH2:8]1)[CH3:22].